From a dataset of Reaction yield outcomes from USPTO patents with 853,638 reactions. Predict the reaction yield, written as a fraction of the theoretical maximum amount of product (1.0 means a 100% yield; for example, 0.34 means a 34% yield). (1) The reactants are [Br:1][C:2]1[CH:11]=[C:10]2[C:5]([N:6]=[CH:7][C:8](Cl)=[N:9]2)=[CH:4][CH:3]=1.[CH3:13][N:14]1[CH:18]=[C:17](B2OC(C)(C)C(C)(C)O2)[CH:16]=[N:15]1.C(=O)([O-])[O-].[Na+].[Na+].COCCOC. The catalyst is O.C([O-])(=O)C.[Pd+2].C([O-])(=O)C.C1(P(C2C=CC=CC=2)C2C=CC=CC=2)C=CC=CC=1. The product is [Br:1][C:2]1[CH:11]=[C:10]2[C:5]([N:6]=[CH:7][C:8]([C:17]3[CH:16]=[N:15][N:14]([CH3:13])[CH:18]=3)=[N:9]2)=[CH:4][CH:3]=1. The yield is 0.890. (2) The reactants are [Cl:1][C:2]1[C:11]2[C:6](=[CH:7][CH:8]=[CH:9][C:10]=2[O:12][CH:13]2[CH2:18][CH2:17][N:16]([CH3:19])[CH2:15][CH2:14]2)[N:5]=[CH:4][N:3]=1.[Cl:20][C:21]1[CH:22]=[C:23]([CH:25]=[CH:26][C:27]=1[O:28][CH2:29][C:30]1[N:35]=[CH:34][CH:33]=[CH:32][N:31]=1)[NH2:24]. No catalyst specified. The product is [ClH:1].[Cl:20][C:21]1[CH:22]=[C:23]([CH:25]=[CH:26][C:27]=1[O:28][CH2:29][C:30]1[N:31]=[CH:32][CH:33]=[CH:34][N:35]=1)[NH:24][C:2]1[C:11]2[C:6](=[CH:7][CH:8]=[CH:9][C:10]=2[O:12][CH:13]2[CH2:18][CH2:17][N:16]([CH3:19])[CH2:15][CH2:14]2)[N:5]=[CH:4][N:3]=1. The yield is 0.400. (3) The reactants are [C:1]1([C:7]([CH3:12])=[CH:8]C(O)=O)[CH:6]=[CH:5][CH:4]=[CH:3][CH:2]=1.C1(P(N=[N+]=[N-])(C2C=CC=CC=2)=[O:20])C=CC=CC=1.C([N:32]([CH2:35]C)CC)C. The yield is 0.630. The product is [CH3:12][C:7]1[C:1]2[C:2](=[CH:3][CH:4]=[CH:5][CH:6]=2)[C:35](=[O:20])[NH:32][CH:8]=1. The catalyst is C1C=CC=CC=1. (4) The reactants are C[N:2]([CH3:15])[CH:3]=[CH:4][C:5]([C:7]1[CH:12]=[C:11]([CH3:13])[N:10]=[C:9]([CH3:14])[CH:8]=1)=O.NC1[C:21]([C:22]([C:24]2[CH:29]=[CH:28][CH:27]=[CH:26][N:25]=2)=[O:23])=[CH:20][NH:19][N:18]=1.O. The catalyst is C(O)(=O)C. The product is [N:25]1[CH:26]=[CH:27][CH:28]=[CH:29][C:24]=1[C:22]([C:21]1[CH:20]=[N:19][N:18]2[C:5]([C:7]3[CH:8]=[C:9]([CH3:14])[N:10]=[C:11]([CH3:13])[CH:12]=3)=[CH:4][CH:3]=[N:2][C:15]=12)=[O:23]. The yield is 0.150. (5) The reactants are [CH3:1][C@@H:2]1[CH2:7][N:6]([C:8]2[O:9][C:10]3[C:15]([C:16](=[O:18])[CH:17]=2)=[CH:14][C:13]([C:19]([O:21][CH3:22])=[O:20])=[CH:12][C:11]=3[CH:23]2[CH2:27][CH2:26][CH2:25][NH:24]2)[CH2:5][CH2:4][O:3]1.CC1(C)C2C=CC=C(P(C3C=CC=CC=3)C3C=CC=CC=3)C=2OC2C1=CC=CC=2P(C1C=CC=CC=1)C1C=CC=CC=1.Br[C:71]1[CH:76]=[C:75]([F:77])[CH:74]=[C:73]([F:78])[CH:72]=1.C(=O)([O-])[O-].[Cs+].[Cs+]. The catalyst is O1CCOCC1.C(O[Pd]OC(=O)C)(=O)C. The product is [F:77][C:75]1[CH:76]=[C:71]([N:24]2[CH2:25][CH2:26][CH2:27][CH:23]2[C:11]2[CH:12]=[C:13]([C:19]([O:21][CH3:22])=[O:20])[CH:14]=[C:15]3[C:10]=2[O:9][C:8]([N:6]2[CH2:5][CH2:4][O:3][C@H:2]([CH3:1])[CH2:7]2)=[CH:17][C:16]3=[O:18])[CH:72]=[C:73]([F:78])[CH:74]=1. The yield is 0.610. (6) The reactants are [NH2:1][C:2]1[CH:3]=[C:4]([S:8]([NH2:11])(=[O:10])=[O:9])[CH:5]=[CH:6][CH:7]=1.C([O-])([O-])=O.[K+].[K+].[CH:18]1([C:21]2[CH:29]=[C:28]([C:30]([F:33])([F:32])[F:31])[CH:27]=[C:26]([F:34])[C:22]=2[C:23](Cl)=[O:24])[CH2:20][CH2:19]1.C(OCC)(=O)C. The catalyst is COC(C)(C)C.CN(C=O)C.O. The product is [CH:18]1([C:21]2[CH:29]=[C:28]([C:30]([F:31])([F:32])[F:33])[CH:27]=[C:26]([F:34])[C:22]=2[C:23]([NH:1][C:2]2[CH:7]=[CH:6][CH:5]=[C:4]([S:8](=[O:9])(=[O:10])[NH2:11])[CH:3]=2)=[O:24])[CH2:20][CH2:19]1. The yield is 0.420. (7) The reactants are COC1C=CC(C[N:8]2[C:12](=[O:13])[C:11]([CH3:22])([CH2:14][C:15]3[CH:20]=[CH:19][CH:18]=[CH:17][C:16]=3[CH3:21])[N:10]([CH3:23])[C:9]2=[O:24])=CC=1.O=[N+]([O-])[O-].[O-][N+](=O)[O-].[O-][N+](=O)[O-].[O-][N+](=O)[O-].[O-][N+](=O)[O-].[O-][N+](=O)[O-].[Ce+4].[NH4+].[NH4+]. The catalyst is CC#N.O. The product is [CH3:23][N:10]1[C:11]([CH3:22])([CH2:14][C:15]2[CH:20]=[CH:19][CH:18]=[CH:17][C:16]=2[CH3:21])[C:12](=[O:13])[NH:8][C:9]1=[O:24]. The yield is 0.800. (8) The reactants are [CH3:1][C@H:2]1[CH2:7][NH:6][C:5](=O)[CH2:4][N:3]1[C:9]([O:11][C:12]([CH3:15])([CH3:14])[CH3:13])=[O:10].COC1C=CC(P2(SP(C3C=CC(OC)=CC=3)(=S)S2)=[S:25])=CC=1. No catalyst specified. The product is [CH3:1][C@H:2]1[CH2:7][NH:6][C:5](=[S:25])[CH2:4][N:3]1[C:9]([O:11][C:12]([CH3:15])([CH3:14])[CH3:13])=[O:10]. The yield is 0.760.